This data is from Reaction yield outcomes from USPTO patents with 853,638 reactions. The task is: Predict the reaction yield, written as a fraction of the theoretical maximum amount of product (1.0 means a 100% yield; for example, 0.34 means a 34% yield). (1) The product is [CH3:28][O:27][C:26](=[O:29])[CH2:9][C:10]1[CH:15]=[CH:14][N:13]=[C:12]([C:16]2[CH:17]=[CH:18][C:19]([C:22]([F:25])([F:23])[F:24])=[CH:20][CH:21]=2)[CH:11]=1. The yield is 0.710. The reactants are [Li+].CC([N-]C(C)C)C.[CH3:9][C:10]1[CH:15]=[CH:14][N:13]=[C:12]([C:16]2[CH:21]=[CH:20][C:19]([C:22]([F:25])([F:24])[F:23])=[CH:18][CH:17]=2)[CH:11]=1.[C:26](=O)([O:29]C)[O:27][CH3:28]. The catalyst is C1COCC1. (2) The reactants are [OH:1][CH2:2][C:3]1[CH:26]=[CH:25][C:6]([O:7][CH2:8][C:9]2[N:10]=[C:11]([C:15]3[CH:24]=[CH:23][C:18]([C:19]([O:21][CH3:22])=[O:20])=[CH:17][CH:16]=3)[O:12][C:13]=2[CH3:14])=[C:5]([O:27][CH3:28])[CH:4]=1.O[C:30]1[C:34]([CH:35]=[O:36])=[CH:33][N:32]([C:37]2[CH:42]=[CH:41][CH:40]=[CH:39][CH:38]=2)[N:31]=1.C(P(CCCC)CCCC)CCC.C1CCN(C(/N=N/C(N2CCCCC2)=O)=O)CC1. The catalyst is O1CCCC1. The product is [CH:35]([C:34]1[C:30]([O:1][CH2:2][C:3]2[CH:26]=[CH:25][C:6]([O:7][CH2:8][C:9]3[N:10]=[C:11]([C:15]4[CH:24]=[CH:23][C:18]([C:19]([O:21][CH3:22])=[O:20])=[CH:17][CH:16]=4)[O:12][C:13]=3[CH3:14])=[C:5]([O:27][CH3:28])[CH:4]=2)=[N:31][N:32]([C:37]2[CH:38]=[CH:39][CH:40]=[CH:41][CH:42]=2)[CH:33]=1)=[O:36]. The yield is 0.580. (3) The reactants are Br[C:2]1[CH:3]=[CH:4][C:5]([N+:8]([O-:10])=[O:9])=[N:6][CH:7]=1.C([O-])([O-])=O.[K+].[K+].[NH:17]1[CH2:22][CH2:21][O:20][CH2:19][CH2:18]1. The catalyst is [I-].C([N+](CCCC)(CCCC)CCCC)CCC.CS(C)=O.C(OCC)(=O)C. The product is [N+:8]([C:5]1[N:6]=[CH:7][C:2]([N:17]2[CH2:22][CH2:21][O:20][CH2:19][CH2:18]2)=[CH:3][CH:4]=1)([O-:10])=[O:9]. The yield is 0.460. (4) The reactants are [CH3:1][O:2][C:3]([C:5]1[NH:6][N:7]=[C:8]([O:10][CH2:11][C:12]2[C:13]([C:18]3[CH:23]=[CH:22][C:21]([F:24])=[CH:20][CH:19]=3)=[N:14][O:15][C:16]=2[CH3:17])[CH:9]=1)=[O:4].[C:25](=O)([O-])[O-].[Cs+].[Cs+].CI. The catalyst is CN(C=O)C. The product is [CH3:1][O:2][C:3]([C:5]1[N:6]([CH3:25])[N:7]=[C:8]([O:10][CH2:11][C:12]2[C:13]([C:18]3[CH:19]=[CH:20][C:21]([F:24])=[CH:22][CH:23]=3)=[N:14][O:15][C:16]=2[CH3:17])[CH:9]=1)=[O:4]. The yield is 0.510.